Dataset: Full USPTO retrosynthesis dataset with 1.9M reactions from patents (1976-2016). Task: Predict the reactants needed to synthesize the given product. (1) The reactants are: [Cl:1][C:2]1[C:27]([C:28]([F:31])([F:30])[F:29])=[CH:26][CH:25]=[CH:24][C:3]=1[CH2:4][N:5]([CH2:10][CH:11]([C:18]1[CH:23]=[CH:22][CH:21]=[CH:20][CH:19]=1)[C:12]1[CH:17]=[CH:16][CH:15]=[CH:14][CH:13]=1)[CH2:6][CH2:7][CH2:8][OH:9].O[C:33]1[CH:34]=[C:35]([CH:38]=[CH:39][CH:40]=1)[CH:36]=[O:37].C1C=CC(P(C2C=CC=CC=2)C2C=CC=CC=2)=CC=1.CC(OC(/N=N/C(OC(C)C)=O)=O)C. Given the product [Cl:1][C:2]1[C:27]([C:28]([F:29])([F:30])[F:31])=[CH:26][CH:25]=[CH:24][C:3]=1[CH2:4][N:5]([CH2:10][CH:11]([C:12]1[CH:17]=[CH:16][CH:15]=[CH:14][CH:13]=1)[C:18]1[CH:19]=[CH:20][CH:21]=[CH:22][CH:23]=1)[CH2:6][CH2:7][CH2:8][O:9][C:33]1[CH:34]=[C:35]([CH:38]=[CH:39][CH:40]=1)[CH:36]=[O:37], predict the reactants needed to synthesize it. (2) Given the product [CH3:1][O:2][C:3]([C:5]1[C:13]2[S:12][C:11]([NH:14][C:22](=[O:23])[C:21]3[CH:25]=[CH:26][C:18]([F:17])=[CH:19][CH:20]=3)=[N:10][C:9]=2[C:8]([O:15][CH3:16])=[CH:7][CH:6]=1)=[O:4], predict the reactants needed to synthesize it. The reactants are: [CH3:1][O:2][C:3]([C:5]1[C:13]2[S:12][C:11]([NH2:14])=[N:10][C:9]=2[C:8]([O:15][CH3:16])=[CH:7][CH:6]=1)=[O:4].[F:17][C:18]1[CH:26]=[CH:25][C:21]([C:22](Cl)=[O:23])=[CH:20][CH:19]=1. (3) Given the product [CH3:3][O:4][C:5]1[CH:6]=[C:7]([C:11]2([C:17]#[N:18])[CH2:16][CH2:15][N:14]([C:20]3[N:25]=[CH:24][CH:23]=[CH:22][N:21]=3)[CH2:13][CH2:12]2)[CH:8]=[CH:9][CH:10]=1, predict the reactants needed to synthesize it. The reactants are: [H-].[Na+].[CH3:3][O:4][C:5]1[CH:6]=[C:7]([C:11]2([C:17]#[N:18])[CH2:16][CH2:15][NH:14][CH2:13][CH2:12]2)[CH:8]=[CH:9][CH:10]=1.Br[C:20]1[N:25]=[CH:24][CH:23]=[CH:22][N:21]=1.O. (4) Given the product [Cl:24][CH2:25][CH2:26][CH2:27][CH2:28][O:29][C:30]([S:4][CH2:3][C@@H:2]([CH3:1])[C:5]([N:7]1[CH2:8][CH2:9][CH2:10][C@H:11]1[C:12]([OH:14])=[O:13])=[O:6])=[O:31], predict the reactants needed to synthesize it. The reactants are: [CH3:1][C@@H:2]([C:5]([N:7]1[C@H:11]([C:12]([OH:14])=[O:13])[CH2:10][CH2:9][CH2:8]1)=[O:6])[CH2:3][SH:4].C(N(CC)C(C)C)(C)C.[Cl:24][CH2:25][CH2:26][CH2:27][CH2:28][O:29][C:30](Cl)=[O:31]. (5) Given the product [Cl:13][C:14]1[CH:15]=[C:16]2[C:20](=[CH:21][CH:22]=1)[NH:19][C:18](=[O:23])[C:17]2([OH:24])[C:5]1[CH:10]=[CH:9][CH:8]=[CH:7][C:6]=1[O:11][CH3:12], predict the reactants needed to synthesize it. The reactants are: [Mg].II.Br[C:5]1[CH:10]=[CH:9][CH:8]=[CH:7][C:6]=1[O:11][CH3:12].[Cl:13][C:14]1[CH:15]=[C:16]2[C:20](=[CH:21][CH:22]=1)[NH:19][C:18](=[O:23])[C:17]2=[O:24].[NH4+].[Cl-]. (6) The reactants are: [NH:1]1[CH:5]=[C:4]([C:6]2[CH:14]=[CH:13][C:9]([C:10]([NH2:12])=[O:11])=[CH:8][CH:7]=2)[N:3]=[CH:2]1.[H-].[Na+].Cl[C:18]([N:20]([CH3:34])[CH:21]1[CH2:26][CH2:25][N:24]([C:27]([O:29][C:30]([CH3:33])([CH3:32])[CH3:31])=[O:28])[CH2:23][CH2:22]1)=[O:19]. Given the product [C:10]([C:9]1[CH:8]=[CH:7][C:6]([C:4]2[N:3]=[CH:2][N:1]([C:18]([N:20]([CH:21]3[CH2:26][CH2:25][N:24]([C:27]([O:29][C:30]([CH3:33])([CH3:32])[CH3:31])=[O:28])[CH2:23][CH2:22]3)[CH3:34])=[O:19])[CH:5]=2)=[CH:14][CH:13]=1)(=[O:11])[NH2:12], predict the reactants needed to synthesize it. (7) Given the product [NH2:5][CH2:10][C@@H:9]([CH2:11][C@@H:12]([CH2:16][CH3:17])[CH2:13][CH2:14][CH3:15])[C:8]([OH:18])=[O:25], predict the reactants needed to synthesize it. The reactants are: COC([N:5]1[CH2:10][C@@H:9]([CH2:11][C@@H:12]([CH2:16][CH3:17])[CH2:13][CH2:14][CH3:15])[C:8](=[O:18])N(C)[C@@H]1C(C)(C)C)=O.Cl.[O:25]1CCOCC1.